From a dataset of Forward reaction prediction with 1.9M reactions from USPTO patents (1976-2016). Predict the product of the given reaction. Given the reactants [N+:1]([C:4]1[CH:11]=[CH:10][CH:9]=[C:8]([N+:12]([O-])=O)[C:5]=1[C:6]#[N:7])([O-:3])=[O:2].[CH3:15]N, predict the reaction product. The product is: [CH3:15][NH:12][C:8]1[CH:9]=[CH:10][CH:11]=[C:4]([N+:1]([O-:3])=[O:2])[C:5]=1[C:6]#[N:7].